Dataset: Full USPTO retrosynthesis dataset with 1.9M reactions from patents (1976-2016). Task: Predict the reactants needed to synthesize the given product. (1) Given the product [Br:16][C:12]1[C:13]2[S:14][C:5]3[CH:4]=[CH:3][C:2]([Cl:1])=[CH:7][C:6]=3[C:8]=2[C:9]([OH:15])=[N:10][CH:11]=1, predict the reactants needed to synthesize it. The reactants are: [Cl:1][C:2]1[CH:3]=[CH:4][C:5]2[S:14][C:13]3[CH:12]=[CH:11][N:10]=[C:9]([OH:15])[C:8]=3[C:6]=2[CH:7]=1.[Br:16]Br.O. (2) Given the product [CH3:12][C@H:9]1[CH2:10][CH2:11][C@H:6]([NH:5][C:3]([C:2]2[N:1]=[C:16]3[CH2:17][CH2:18][CH2:19][C:15]3=[N:14][CH:13]=2)=[O:4])[CH2:7][CH2:8]1, predict the reactants needed to synthesize it. The reactants are: [NH2:1][CH:2]([CH2:13][NH2:14])[C:3]([NH:5][CH:6]1[CH2:11][CH2:10][CH:9]([CH3:12])[CH2:8][CH2:7]1)=[O:4].[C:15]1(=O)[CH2:19][CH2:18][CH2:17][C:16]1=O.CC1C=CC(S([O-])(=O)=O)=CC=1.C1C=C[NH+]=CC=1. (3) The reactants are: [Cl:1][C:2]1[CH:29]=[CH:28][C:5]([CH2:6][NH:7][C:8]([C:10]2[C:11](=[O:27])[C:12]3[CH:19]=[C:18]([CH2:20][NH:21][CH2:22][CH:23]([OH:26])[CH2:24]Cl)[O:17][C:13]=3[N:14]([CH3:16])[CH:15]=2)=[O:9])=[CH:4][CH:3]=1.[NH2:30][C:31]1[S:35][C:34]([SH:36])=[N:33][N:32]=1.[CH:37](N(C(C)C)CC)(C)C.[Na+].[Cl-]. Given the product [NH2:30][C:31]1[S:35][C:34]([S:36][CH2:24][CH:23]([OH:26])[CH2:22][N:21]([CH2:20][C:18]2[O:17][C:13]3[N:14]([CH3:16])[CH:15]=[C:10]([C:8]([NH:7][CH2:6][C:5]4[CH:28]=[CH:29][C:2]([Cl:1])=[CH:3][CH:4]=4)=[O:9])[C:11](=[O:27])[C:12]=3[CH:19]=2)[CH3:37])=[N:33][N:32]=1, predict the reactants needed to synthesize it. (4) Given the product [C:1]([C:3]1[CH:35]=[CH:34][C:6]([O:7][C:8]2[CH:31]=[CH:30][C:11]3[C:12]([CH2:15][CH2:16][CH:17]4[CH2:22][CH2:21][N:20]([C:23]([O:25][C:26]([CH3:28])([CH3:27])[CH3:29])=[O:24])[CH2:19][CH2:18]4)=[N:13][O:14][C:10]=3[C:9]=2[CH2:32][N:37]([CH3:38])[CH3:36])=[CH:5][CH:4]=1)#[N:2], predict the reactants needed to synthesize it. The reactants are: [C:1]([C:3]1[CH:35]=[CH:34][C:6]([O:7][C:8]2[CH:31]=[CH:30][C:11]3[C:12]([CH2:15][CH2:16][CH:17]4[CH2:22][CH2:21][N:20]([C:23]([O:25][C:26]([CH3:29])([CH3:28])[CH3:27])=[O:24])[CH2:19][CH2:18]4)=[N:13][O:14][C:10]=3[C:9]=2[CH:32]=O)=[CH:5][CH:4]=1)#[N:2].[CH3:36][NH:37][CH3:38].C(O[BH-](OC(=O)C)OC(=O)C)(=O)C.[Na+].C(=O)([O-])[O-].[Na+].[Na+]. (5) Given the product [CH3:1][O:2][C:3]1[CH:4]=[C:5]2[C:10](=[CH:11][CH:12]=1)[C:9]([O:13][C:26]1[CH:33]=[CH:32][C:29]([CH:30]=[O:31])=[CH:28][CH:27]=1)=[C:8]([C:14]1[CH:15]=[CH:16][CH:17]=[CH:18][CH:19]=1)[C:7]([CH2:20][CH2:21][CH2:22][CH2:23][CH3:24])=[CH:6]2, predict the reactants needed to synthesize it. The reactants are: [CH3:1][O:2][C:3]1[CH:4]=[C:5]2[C:10](=[CH:11][CH:12]=1)[C:9]([OH:13])=[C:8]([C:14]1[CH:19]=[CH:18][CH:17]=[CH:16][CH:15]=1)[C:7]([CH2:20][CH2:21][CH2:22][CH2:23][CH3:24])=[CH:6]2.F[C:26]1[CH:33]=[CH:32][C:29]([CH:30]=[O:31])=[CH:28][CH:27]=1.C([O-])([O-])=O.[Cs+].[Cs+].